Task: Predict the product of the given reaction.. Dataset: Forward reaction prediction with 1.9M reactions from USPTO patents (1976-2016) (1) The product is: [CH2:1]([O:3][C:4](=[O:37])[C:5]([C:7]1[CH:12]=[CH:11][C:10]([Cl:13])=[C:9]([NH:14][C:15](=[O:36])[C:16]2[CH:21]=[CH:20][C:19]([O:22][CH2:23][C@@H:24]3[CH2:29][N:28]([CH3:30])[C:27]4[CH:31]=[CH:32][CH:33]=[CH:34][C:26]=4[O:25]3)=[CH:18][C:17]=2[Cl:35])[CH:8]=1)=[O:6])[CH3:2]. Given the reactants [CH2:1]([O:3][C:4](=[O:37])[CH:5]([C:7]1[CH:12]=[CH:11][C:10]([Cl:13])=[C:9]([NH:14][C:15](=[O:36])[C:16]2[CH:21]=[CH:20][C:19]([O:22][CH2:23][C@@H:24]3[CH2:29][N:28]([CH3:30])[C:27]4[CH:31]=[CH:32][CH:33]=[CH:34][C:26]=4[O:25]3)=[CH:18][C:17]=2[Cl:35])[CH:8]=1)[OH:6])[CH3:2].C(N(C(C)C)CC)(C)C.CS(C)=O.C(OCC)(=O)C, predict the reaction product. (2) Given the reactants [Br:1][C:2]1[CH:7]=[CH:6][CH:5]=[C:4]([CH2:8]Br)[CH:3]=1.[N-:10]=[N+:11]=[N-:12].[Na+].[CH3:14][C:15]([OH:19])([C:17]#[CH:18])[CH3:16].O=C1O[C@H]([C@H](CO)O)C([O-])=C1O.[Na+], predict the reaction product. The product is: [Br:1][C:2]1[CH:3]=[C:4]([CH:5]=[CH:6][CH:7]=1)[CH2:8][N:10]1[CH:18]=[C:17]([C:15]([OH:19])([CH3:16])[CH3:14])[N:12]=[N:11]1. (3) Given the reactants O=[CH:2][C:3]1[CH:11]=[CH:10][C:8]([OH:9])=[C:5]([O:6][CH3:7])[CH:4]=1.[OH:12][CH:13]([C:18]1[CH:23]=[CH:22][C:21]([O:24][CH3:25])=[CH:20][CH:19]=1)[C:14]([NH:16][NH2:17])=[O:15], predict the reaction product. The product is: [OH:9][C:8]1[CH:10]=[CH:11][C:3](/[CH:2]=[N:17]/[NH:16][C:14](=[O:15])[CH:13]([OH:12])[C:18]2[CH:23]=[CH:22][C:21]([O:24][CH3:25])=[CH:20][CH:19]=2)=[CH:4][C:5]=1[O:6][CH3:7].